This data is from Reaction yield outcomes from USPTO patents with 853,638 reactions. The task is: Predict the reaction yield, written as a fraction of the theoretical maximum amount of product (1.0 means a 100% yield; for example, 0.34 means a 34% yield). (1) The reactants are Br[C:2]1[CH:10]=[C:9]2[C:5]([CH:6]=[N:7][NH:8]2)=[CH:4][CH:3]=1.[Li]CCCC.CON(C)[C:19](=[O:21])[CH3:20]. The catalyst is C1COCC1. The product is [NH:8]1[C:9]2[C:5](=[CH:4][CH:3]=[C:2]([C:19](=[O:21])[CH3:20])[CH:10]=2)[CH:6]=[N:7]1. The yield is 0.0900. (2) The reactants are [NH2:1][C:2]1[CH:3]=[C:4]([CH:9]=[CH:10][N:11]=1)[C:5]([O:7][CH3:8])=[O:6].[C:12](OC(=O)C)(=[O:14])[CH3:13]. The catalyst is CC(O)=O. The product is [C:12]([NH:1][C:2]1[CH:3]=[C:4]([CH:9]=[CH:10][N:11]=1)[C:5]([O:7][CH3:8])=[O:6])(=[O:14])[CH3:13]. The yield is 0.760. (3) The reactants are [CH2:1]([N:6]1[C:14]2[N:13]=[CH:12][NH:11][C:10]=2[C:9](=[O:15])[NH:8]/[C:7]/1=[N:16]\[NH2:17])[CH2:2][CH2:3][CH2:4][CH3:5].O=[CH:19][CH2:20][CH2:21][NH:22][C:23](=[O:32])[O:24][CH2:25][C:26]1[CH:31]=[CH:30][CH:29]=[CH:28][CH:27]=1. The catalyst is C(O)C. The product is [O:15]=[C:9]1[NH:8]/[C:7](=[N:16]\[N:17]=[CH:19]/[CH2:20][CH2:21][NH:22][C:23](=[O:32])[O:24][CH2:25][C:26]2[CH:31]=[CH:30][CH:29]=[CH:28][CH:27]=2)/[N:6]([CH2:1][CH2:2][CH2:3][CH2:4][CH3:5])[C:14]2[N:13]=[CH:12][NH:11][C:10]1=2. The yield is 0.580. (4) The reactants are [N+:1]([C:4]1[CH:24]=[CH:23][C:7]([O:8][C:9]2[CH:10]=[C:11]([C:19]([O:21][CH3:22])=[O:20])[CH:12]=[C:13]([CH:18]=2)[C:14]([O:16][CH3:17])=[O:15])=[CH:6][CH:5]=1)([O-])=O.O1CCCC1.[H][H]. The catalyst is [Pd].C(O)C. The product is [NH2:1][C:4]1[CH:5]=[CH:6][C:7]([O:8][C:9]2[CH:18]=[C:13]([C:14]([O:16][CH3:17])=[O:15])[CH:12]=[C:11]([CH:10]=2)[C:19]([O:21][CH3:22])=[O:20])=[CH:23][CH:24]=1. The yield is 0.930. (5) The reactants are C(Cl)(=O)C(Cl)=O.[CH3:7][C:8]1[C:12]([C:13]([OH:15])=O)=[CH:11][O:10][N:9]=1.[Cl:16][C:17]1[CH:22]=[CH:21][C:20]([C:23]23[NH:40][CH2:39][CH2:38][N:24]2[C:25](=[O:37])[C:26]2[N:27]([CH:29]=[C:30]([C:32]([N:34]([CH3:36])[CH3:35])=[O:33])[CH:31]=2)[CH2:28]3)=[CH:19][CH:18]=1.C(#N)C. The catalyst is CN(C=O)C.C(Cl)Cl.N1C=CC=CC=1.C([O-])(O)=O.[Na+].O. The product is [Cl:16][C:17]1[CH:22]=[CH:21][C:20]([C:23]23[N:40]([C:13]([C:12]4[C:8]([CH3:7])=[N:9][O:10][CH:11]=4)=[O:15])[CH2:39][CH2:38][N:24]2[C:25](=[O:37])[C:26]2[N:27]([CH:29]=[C:30]([C:32]([N:34]([CH3:36])[CH3:35])=[O:33])[CH:31]=2)[CH2:28]3)=[CH:19][CH:18]=1. The yield is 0.200. (6) The product is [C:1]([O:5][C:6]([N:8]1[CH2:12][CH2:11][CH2:10][CH:9]1[C:13](=[O:29])[NH:14][C:15]([C:22]1[CH:27]=[CH:26][C:25]([Br:28])=[CH:24][CH:23]=1)([C:17](=[O:18])[NH2:30])[CH3:16])=[O:7])([CH3:3])([CH3:2])[CH3:4]. The catalyst is C(O)C. The yield is 0.640. The reactants are [C:1]([O:5][C:6]([N:8]1[CH2:12][CH2:11][CH2:10][CH:9]1[C:13](=[O:29])[NH:14][C:15]([C:22]1[CH:27]=[CH:26][C:25]([Br:28])=[CH:24][CH:23]=1)([C:17](OCC)=[O:18])[CH3:16])=[O:7])([CH3:4])([CH3:3])[CH3:2].[NH3:30]. (7) The reactants are [C:1]([C:4]1[C:5](I)=[N:6][N:7]2[C@H:12]3[CH2:13][O:14][CH2:15][C@H:11]3[N:10]([C:16]([O:18][C:19]([CH3:22])([CH3:21])[CH3:20])=[O:17])[CH2:9][C:8]=12)(=[O:3])[NH2:2].[Cl:24][C:25]1[CH:26]=[C:27](B(O)O)[CH:28]=[CH:29][C:30]=1[F:31].[O-]P([O-])([O-])=O.[K+].[K+].[K+]. The catalyst is O1CCOCC1.O. The product is [C:1]([C:4]1[C:5]([C:27]2[CH:28]=[CH:29][C:30]([F:31])=[C:25]([Cl:24])[CH:26]=2)=[N:6][N:7]2[C@H:12]3[CH2:13][O:14][CH2:15][C@H:11]3[N:10]([C:16]([O:18][C:19]([CH3:22])([CH3:21])[CH3:20])=[O:17])[CH2:9][C:8]=12)(=[O:3])[NH2:2]. The yield is 0.540. (8) The reactants are [Cl:1][C:2]1[CH:7]=[C:6]([Cl:8])[CH:5]=[CH:4][C:3]=1[N:9]1[C:14]2=[N:15][C:16]3[C:17](=[C:18]([C:22]([OH:24])=O)[CH:19]=[CH:20][CH:21]=3)[N:13]2[CH2:12][CH2:11][CH2:10]1.ON1C2C=CC=CC=2N=N1.Cl.[CH2:36]([N:38]=[C:39]=NCCCN(C)C)C.CN. The catalyst is CN(C)C=O.C(=O)([O-])O.[Na+]. The product is [Cl:1][C:2]1[CH:7]=[C:6]([Cl:8])[CH:5]=[CH:4][C:3]=1[N:9]1[C:14]2=[N:15][C:16]3[C:17](=[C:18]([C:22]([N:38]([CH3:39])[CH3:36])=[O:24])[CH:19]=[CH:20][CH:21]=3)[N:13]2[CH2:12][CH2:11][CH2:10]1. The yield is 0.660.